This data is from Forward reaction prediction with 1.9M reactions from USPTO patents (1976-2016). The task is: Predict the product of the given reaction. (1) Given the reactants CN(C)C=O.P(Cl)(Cl)([Cl:8])=O.[Br:11][C:12]1[CH:17]=CC(NC(=O)CC2C=CC=CC=2)=C[CH:13]=1.Cl[C:29]1[CH:30]=[C:31]([C:35]([C:37]2C=[CH:41][N:40]=[C:39]([C:43](F)(F)F)[CH:38]=2)=O)[CH:32]=[CH:33][CH:34]=1, predict the reaction product. The product is: [Br:11][C:12]1[CH:17]=[C:38]2[C:39](=[CH:43][CH:13]=1)[N:40]=[C:41]([Cl:8])[C:35]([C:31]1[CH:30]=[CH:29][CH:34]=[CH:33][CH:32]=1)=[CH:37]2. (2) Given the reactants [C:1]([C@H:5]1[CH2:10][CH2:9][C@H:8]([O:11][C:12]2[CH:13]=[C:14]3[C:19](=[CH:20][CH:21]=2)[CH:18]=[C:17]([CH:22]([N:27]2[CH2:32][CH2:31][CH:30]([C:33]([O:35]C)=[O:34])[CH2:29][CH2:28]2)[C:23]([F:26])([F:25])[F:24])[CH:16]=[CH:15]3)[CH2:7][CH2:6]1)([CH3:4])([CH3:3])[CH3:2].[OH-].[Na+].O.Cl, predict the reaction product. The product is: [C:1]([C@H:5]1[CH2:10][CH2:9][C@H:8]([O:11][C:12]2[CH:13]=[C:14]3[C:19](=[CH:20][CH:21]=2)[CH:18]=[C:17]([CH:22]([N:27]2[CH2:32][CH2:31][CH:30]([C:33]([OH:35])=[O:34])[CH2:29][CH2:28]2)[C:23]([F:25])([F:26])[F:24])[CH:16]=[CH:15]3)[CH2:7][CH2:6]1)([CH3:4])([CH3:2])[CH3:3]. (3) Given the reactants C([N:8]1[CH2:13][CH2:12][C@@H:11]([CH3:14])[C@@H:10]([N:15]([CH3:26])[C:16]2[C:17]3[CH:25]=[CH:24][NH:23][C:18]=3[N:19]=[C:20](N)[N:21]=2)[CH2:9]1)C1C=CC=CC=1.[F:27][C:28]([F:33])([F:32])[C:29]([OH:31])=[O:30], predict the reaction product. The product is: [F:27][C:28]([F:33])([F:32])[C:29]([OH:31])=[O:30].[F:27][C:28]([F:33])([F:32])[C:29]([OH:31])=[O:30].[CH3:26][N:15]([C@@H:10]1[C@H:11]([CH3:14])[CH2:12][CH2:13][NH:8][CH2:9]1)[C:16]1[C:17]2[CH:25]=[CH:24][NH:23][C:18]=2[N:19]=[CH:20][N:21]=1. (4) Given the reactants [Cl:1][C:2]1[N:7]=[C:6]([O:8][CH2:9]CCC(F)(F)C(F)(F)C(F)(F)C(F)(F)C(F)(F)C(F)(F)F)[N:5]=[C:4]([O:31][CH2:32]CCC(F)(F)C(F)(F)C(F)(F)C(F)(F)C(F)(F)C(F)(F)F)[N:3]=1.[CH3:54][N:55]1[CH2:60][CH2:59][O:58][CH2:57][CH2:56]1, predict the reaction product. The product is: [Cl-:1].[CH3:9][O:8][C:6]1[N:5]=[C:4]([O:31][CH3:32])[N:3]=[C:2]([N+:55]2([CH3:54])[CH2:60][CH2:59][O:58][CH2:57][CH2:56]2)[N:7]=1. (5) Given the reactants [C:1]([S:4][C@@H:5]1[CH2:22][CH2:21][C@@:20]2([CH3:23])[CH:7]([C:8](=O)[CH2:9][C@@H:10]3[C@@H:19]2[CH2:18][CH2:17][C@@:15]2([CH3:16])[C@H:11]3[CH2:12][CH2:13][C:14]2=[O:24])[CH2:6]1)(=[O:3])[CH3:2].[CH2:26]1COCC1, predict the reaction product. The product is: [C:1]([S:4][C@@H:5]1[CH2:22][CH2:21][C@@:20]2([CH3:23])[CH:7]([C:8](=[CH2:26])[CH2:9][C@@H:10]3[C@@H:19]2[CH2:18][CH2:17][C@@:15]2([CH3:16])[C@H:11]3[CH2:12][CH2:13][C:14]2=[O:24])[CH2:6]1)(=[O:3])[CH3:2].[SH:4][C@@H:5]1[CH2:22][CH2:21][C@@:20]2([CH3:23])[CH:7]([C:8](=[CH2:26])[CH2:9][C@@H:10]3[C@@H:19]2[CH2:18][CH2:17][C@@:15]2([CH3:16])[C@H:11]3[CH2:12][CH2:13][C:14]2=[O:24])[CH2:6]1. (6) Given the reactants [O:1]=[C:2]1[NH:8][C:7]2[C:9]3[C:14]([CH:15]=[CH:16][C:6]=2[N:5]([C:17]2[CH:22]=[CH:21][C:20]([NH:23][S:24]([C:27]4[CH:32]=[CH:31][CH:30]=[CH:29][C:28]=4[N+:33]([O-:35])=[O:34])(=[O:26])=[O:25])=[CH:19][CH:18]=2)[C:4](=[O:36])[CH2:3]1)=[CH:13][CH:12]=[CH:11][CH:10]=3.I[CH2:38][CH2:39][OH:40], predict the reaction product. The product is: [O:1]=[C:2]1[NH:8][C:7]2[C:9]3[C:14]([CH:15]=[CH:16][C:6]=2[N:5]([C:17]2[CH:22]=[CH:21][C:20]([N:23]([CH2:38][CH2:39][OH:40])[S:24]([C:27]4[CH:32]=[CH:31][CH:30]=[CH:29][C:28]=4[N+:33]([O-:35])=[O:34])(=[O:26])=[O:25])=[CH:19][CH:18]=2)[C:4](=[O:36])[CH2:3]1)=[CH:13][CH:12]=[CH:11][CH:10]=3. (7) Given the reactants C([O:3][C:4]1[CH2:13][C:12]2[C:11]([NH:14][C:15]3[O:16][C:17]([C:20]4[CH:25]=[CH:24][CH:23]=[CH:22][C:21]=4[CH3:26])=[CH:18][N:19]=3)=[CH:10][CH:9]=[CH:8][C:7]=2[CH2:6][CH:5]=1)C.C(OC1CC2C(NC3OC(C4C=CC(C(F)(F)F)=CC=4)=CN=3)=CC=CC=2CC=1)C, predict the reaction product. The product is: [CH3:26][C:21]1[CH:22]=[CH:23][CH:24]=[CH:25][C:20]=1[C:17]1[O:16][C:15]([NH:14][C:11]2[CH:10]=[CH:9][CH:8]=[C:7]3[C:12]=2[CH2:13][C:4](=[O:3])[CH2:5][CH2:6]3)=[N:19][CH:18]=1.